Dataset: Forward reaction prediction with 1.9M reactions from USPTO patents (1976-2016). Task: Predict the product of the given reaction. (1) Given the reactants C(O)CCCCCCCO.FC1C=CC(CBr)=CC=1.[F:20][C:21]1[CH:37]=[CH:36][C:24]([CH2:25][O:26][CH2:27][CH2:28][CH2:29][CH2:30][CH2:31][CH2:32][CH2:33][CH2:34][OH:35])=[CH:23][CH:22]=1.FC1C=CC(COCCCCCCCC(O)=O)=CC=1.Cl.Cl.[CH2:59]([O:66][C:67](=[O:75])[CH2:68][C@@H:69]([NH2:74])[CH2:70][N:71]([CH3:73])[CH3:72])[C:60]1[CH:65]=[CH:64][CH:63]=[CH:62][CH:61]=1, predict the reaction product. The product is: [CH2:59]([O:66][C:67](=[O:75])[CH2:68][C@@H:69]([NH:74][C:34](=[O:35])[CH2:33][CH2:32][CH2:31][CH2:30][CH2:29][CH2:28][CH2:27][O:26][CH2:25][C:24]1[CH:23]=[CH:22][C:21]([F:20])=[CH:37][CH:36]=1)[CH2:70][N:71]([CH3:72])[CH3:73])[C:60]1[CH:65]=[CH:64][CH:63]=[CH:62][CH:61]=1. (2) Given the reactants [CH3:1][O:2][C:3](=[O:21])[CH2:4][C:5]1[CH:10]=[CH:9][CH:8]=[C:7]([O:11][C:12]2[CH:17]=[CH:16][C:15]([Br:18])=[CH:14][C:13]=2[CH:19]=O)[CH:6]=1.[NH2:22][CH2:23][C@H:24]([C:26]1[CH:31]=[CH:30][CH:29]=[CH:28][CH:27]=1)[OH:25], predict the reaction product. The product is: [CH3:1][O:2][C:3](=[O:21])[CH2:4][C:5]1[CH:10]=[CH:9][CH:8]=[C:7]([O:11][C:12]2[CH:17]=[CH:16][C:15]([Br:18])=[CH:14][C:13]=2[CH2:19][NH:22][CH2:23][C@@H:24]([OH:25])[C:26]2[CH:31]=[CH:30][CH:29]=[CH:28][CH:27]=2)[CH:6]=1. (3) Given the reactants O=S(Cl)Cl.[Br:5][C:6]1[C:7]([Cl:15])=[N:8][CH:9]=[C:10]([CH:14]=1)[C:11]([OH:13])=O.CCN(C(C)C)C(C)C.[F:25][C:26]([S:29][C:30]1[CH:36]=[CH:35][C:33]([NH2:34])=[CH:32][CH:31]=1)([F:28])[F:27].Cl, predict the reaction product. The product is: [Br:5][C:6]1[C:7]([Cl:15])=[N:8][CH:9]=[C:10]([CH:14]=1)[C:11]([NH:34][C:33]1[CH:35]=[CH:36][C:30]([S:29][C:26]([F:28])([F:25])[F:27])=[CH:31][CH:32]=1)=[O:13]. (4) Given the reactants Cl.F[C:3]1[CH:4]=[C:5]([NH:11]N)[C:6](OC)=[CH:7][CH:8]=1.[C:13](O)(=O)[CH2:14]CC(C)=O, predict the reaction product. The product is: [NH:11]1[C:5]2[C:6](=[CH:7][CH:8]=[CH:3][CH:4]=2)[CH:14]=[CH:13]1. (5) Given the reactants [N:1]1([C:7]2[N:12]=[CH:11][NH:10][C:9](=[O:13])[CH:8]=2)[CH2:6][CH2:5][NH:4][CH2:3][CH2:2]1.[Br:14][C:15]1[CH:16]=[CH:17][C:18]([O:23][CH3:24])=[C:19]([CH:22]=1)[CH:20]=O, predict the reaction product. The product is: [Br:14][C:15]1[CH:16]=[CH:17][C:18]([O:23][CH3:24])=[C:19]([CH:22]=1)[CH2:20][N:4]1[CH2:5][CH2:6][N:1]([C:7]2[N:12]=[CH:11][NH:10][C:9](=[O:13])[CH:8]=2)[CH2:2][CH2:3]1. (6) Given the reactants [BH4-].[Li+].[CH2:3]([N:10]([CH2:18][C:19]1[CH:24]=[CH:23][CH:22]=[CH:21][CH:20]=1)[CH2:11][C@@H:12]([F:17])[C:13](OC)=[O:14])[C:4]1[CH:9]=[CH:8][CH:7]=[CH:6][CH:5]=1, predict the reaction product. The product is: [CH2:18]([N:10]([CH2:3][C:4]1[CH:5]=[CH:6][CH:7]=[CH:8][CH:9]=1)[CH2:11][C@@H:12]([F:17])[CH2:13][OH:14])[C:19]1[CH:20]=[CH:21][CH:22]=[CH:23][CH:24]=1. (7) Given the reactants [C:1]([OH:4])(=[O:3])[CH3:2].C(C1C=CC(C2C=CC(O)=C(C3NC4C=CC(C(N)=N)=CC=4N=3)C=2)=CC=1)(=N)N.O[NH:34][C:35]([C:37]1[CH:61]=[CH:60][C:40]2[NH:41][C:42]([C:44]3[CH:49]=[CH:48][CH:47]=[C:46]([C:50]4[CH:55]=[CH:54][C:53]([C:56](=[NH:59])[NH:57]O)=[CH:52][N:51]=4)[CH:45]=3)=[N:43][C:39]=2[CH:38]=1)=[NH:36].CC(C)C.C(C1C=C(C2C=CC=C(C#N)C=2)C=CC=1O)=O, predict the reaction product. The product is: [C:1]([OH:4])(=[O:3])[CH3:2].[C:56]([C:53]1[CH:54]=[CH:55][C:50]([C:46]2[CH:45]=[C:44]([C:42]3[NH:41][C:40]4[CH:60]=[CH:61][C:37]([C:35]([NH2:36])=[NH:34])=[CH:38][C:39]=4[N:43]=3)[CH:49]=[CH:48][CH:47]=2)=[N:51][CH:52]=1)(=[NH:57])[NH2:59].